This data is from TCR-epitope binding with 47,182 pairs between 192 epitopes and 23,139 TCRs. The task is: Binary Classification. Given a T-cell receptor sequence (or CDR3 region) and an epitope sequence, predict whether binding occurs between them. (1) The epitope is TPRVTGGGAM. The TCR CDR3 sequence is CASSTRGTVYGYTF. Result: 1 (the TCR binds to the epitope). (2) The epitope is LPRRSGAAGA. The TCR CDR3 sequence is CASSGGVQGEQFF. Result: 1 (the TCR binds to the epitope).